This data is from Reaction yield outcomes from USPTO patents with 853,638 reactions. The task is: Predict the reaction yield, written as a fraction of the theoretical maximum amount of product (1.0 means a 100% yield; for example, 0.34 means a 34% yield). The reactants are Br[CH2:2][CH2:3][CH3:4].[Br:5][C:6]1[CH:7]=[C:8]2[C:12](=[CH:13][CH:14]=1)[NH:11][CH:10]=[CH:9]2.C(=O)([O-])[O-].[Cs+].[Cs+]. The catalyst is CN(C=O)C. The product is [Br:5][C:6]1[CH:7]=[C:8]2[C:12](=[CH:13][CH:14]=1)[N:11]([CH2:2][CH2:3][CH3:4])[CH:10]=[CH:9]2. The yield is 0.740.